Regression. Given two drug SMILES strings and cell line genomic features, predict the synergy score measuring deviation from expected non-interaction effect. From a dataset of NCI-60 drug combinations with 297,098 pairs across 59 cell lines. (1) Cell line: OVCAR3. Drug 2: CC1CCC2CC(C(=CC=CC=CC(CC(C(=O)C(C(C(=CC(C(=O)CC(OC(=O)C3CCCCN3C(=O)C(=O)C1(O2)O)C(C)CC4CCC(C(C4)OC)O)C)C)O)OC)C)C)C)OC. Drug 1: CC1=C2C(C(=O)C3(C(CC4C(C3C(C(C2(C)C)(CC1OC(=O)C(C(C5=CC=CC=C5)NC(=O)OC(C)(C)C)O)O)OC(=O)C6=CC=CC=C6)(CO4)OC(=O)C)OC)C)OC. Synergy scores: CSS=58.4, Synergy_ZIP=2.61, Synergy_Bliss=2.95, Synergy_Loewe=0.997, Synergy_HSA=7.93. (2) Drug 1: CC1=CC2C(CCC3(C2CCC3(C(=O)C)OC(=O)C)C)C4(C1=CC(=O)CC4)C. Drug 2: CCCCCOC(=O)NC1=NC(=O)N(C=C1F)C2C(C(C(O2)C)O)O. Cell line: SNB-19. Synergy scores: CSS=-7.53, Synergy_ZIP=3.09, Synergy_Bliss=-2.70, Synergy_Loewe=-10.8, Synergy_HSA=-10.8. (3) Synergy scores: CSS=18.7, Synergy_ZIP=-0.306, Synergy_Bliss=10.1, Synergy_Loewe=-7.16, Synergy_HSA=4.84. Cell line: NCI-H522. Drug 1: CC1=C(C(=O)C2=C(C1=O)N3CC4C(C3(C2COC(=O)N)OC)N4)N. Drug 2: CC12CCC3C(C1CCC2OP(=O)(O)O)CCC4=C3C=CC(=C4)OC(=O)N(CCCl)CCCl.[Na+]. (4) Drug 1: CC1=C(C(CCC1)(C)C)C=CC(=CC=CC(=CC(=O)O)C)C. Drug 2: CC1CCC2CC(C(=CC=CC=CC(CC(C(=O)C(C(C(=CC(C(=O)CC(OC(=O)C3CCCCN3C(=O)C(=O)C1(O2)O)C(C)CC4CCC(C(C4)OC)OCCO)C)C)O)OC)C)C)C)OC. Cell line: MDA-MB-435. Synergy scores: CSS=1.66, Synergy_ZIP=-2.42, Synergy_Bliss=-2.86, Synergy_Loewe=-7.01, Synergy_HSA=-2.04. (5) Drug 1: C1=C(C(=O)NC(=O)N1)N(CCCl)CCCl. Drug 2: C1=NC2=C(N1)C(=S)N=C(N2)N. Cell line: BT-549. Synergy scores: CSS=41.2, Synergy_ZIP=0.120, Synergy_Bliss=3.42, Synergy_Loewe=4.11, Synergy_HSA=7.05. (6) Drug 1: C1C(C(OC1N2C=C(C(=O)NC2=O)F)CO)O. Drug 2: C1CC(=O)NC(=O)C1N2C(=O)C3=CC=CC=C3C2=O. Cell line: K-562. Synergy scores: CSS=18.8, Synergy_ZIP=-6.53, Synergy_Bliss=-3.58, Synergy_Loewe=-0.448, Synergy_HSA=-1.15. (7) Drug 1: CC1=C(C=C(C=C1)C(=O)NC2=CC(=CC(=C2)C(F)(F)F)N3C=C(N=C3)C)NC4=NC=CC(=N4)C5=CN=CC=C5. Drug 2: C1CCC(C(C1)N)N.C(=O)(C(=O)[O-])[O-].[Pt+4]. Cell line: SW-620. Synergy scores: CSS=27.8, Synergy_ZIP=6.99, Synergy_Bliss=-0.351, Synergy_Loewe=-13.9, Synergy_HSA=-5.04. (8) Drug 1: CC12CCC3C(C1CCC2O)C(CC4=C3C=CC(=C4)O)CCCCCCCCCS(=O)CCCC(C(F)(F)F)(F)F. Drug 2: CCC1(C2=C(COC1=O)C(=O)N3CC4=CC5=C(C=CC(=C5CN(C)C)O)N=C4C3=C2)O.Cl. Cell line: UACC62. Synergy scores: CSS=49.4, Synergy_ZIP=-0.117, Synergy_Bliss=0.100, Synergy_Loewe=-56.0, Synergy_HSA=0.172. (9) Drug 1: CNC(=O)C1=CC=CC=C1SC2=CC3=C(C=C2)C(=NN3)C=CC4=CC=CC=N4. Drug 2: C(CN)CNCCSP(=O)(O)O. Cell line: HCC-2998. Synergy scores: CSS=-9.55, Synergy_ZIP=-1.83, Synergy_Bliss=-14.2, Synergy_Loewe=-20.3, Synergy_HSA=-14.7. (10) Drug 1: CN1CCC(CC1)COC2=C(C=C3C(=C2)N=CN=C3NC4=C(C=C(C=C4)Br)F)OC. Drug 2: CC(C)NC(=O)C1=CC=C(C=C1)CNNC.Cl. Cell line: SN12C. Synergy scores: CSS=19.8, Synergy_ZIP=1.38, Synergy_Bliss=9.04, Synergy_Loewe=5.20, Synergy_HSA=9.94.